Dataset: Forward reaction prediction with 1.9M reactions from USPTO patents (1976-2016). Task: Predict the product of the given reaction. (1) The product is: [Cl:1][C:2]1[CH:3]=[CH:4][C:5]([C:28]([F:29])([F:31])[F:30])=[C:6]([CH:27]=1)[CH2:7][N:8]1[CH2:13][CH2:12][NH:11][C:10]2[N:14]=[CH:15][C:16]([C:18]3[CH:19]=[C:20]([CH:24]=[CH:25][CH:26]=3)[C:21]([N:45]3[CH2:44][CH2:43][C:42]4([N:38]([C:32]5[CH:33]=[CH:34][CH:35]=[CH:36][CH:37]=5)[CH2:39][NH:40][C:41]4=[O:48])[CH2:47][CH2:46]3)=[O:22])=[CH:17][C:9]1=2. Given the reactants [Cl:1][C:2]1[CH:3]=[CH:4][C:5]([C:28]([F:31])([F:30])[F:29])=[C:6]([CH:27]=1)[CH2:7][N:8]1[CH2:13][CH2:12][NH:11][C:10]2[N:14]=[CH:15][C:16]([C:18]3[CH:19]=[C:20]([CH:24]=[CH:25][CH:26]=3)[C:21](O)=[O:22])=[CH:17][C:9]1=2.[C:32]1([N:38]2[C:42]3([CH2:47][CH2:46][NH:45][CH2:44][CH2:43]3)[C:41](=[O:48])[NH:40][CH2:39]2)[CH:37]=[CH:36][CH:35]=[CH:34][CH:33]=1, predict the reaction product. (2) Given the reactants C1(C)C(C)=CC=CC=1.[CH2:9]=[CH:10][C:11]1[CH:16]=[CH:15][CH:14]=[CH:13][CH:12]=1.[C:17](#[N:20])[CH:18]=[CH2:19].C(OOC(=O)C1C=CC=CC=1)(=O)C1C=CC=CC=1, predict the reaction product. The product is: [C:17](#[N:20])[CH:18]=[CH2:19].[CH2:9]=[CH:10][C:11]1[CH:16]=[CH:15][CH:14]=[CH:13][CH:12]=1. (3) The product is: [F:13][C:9]1[C:8]([F:14])=[C:7]2[C:12]([C:3]([CH2:2][N:23]3[C:22]4[CH:24]=[CH:25][CH:26]=[C:27]([CH3:28])[C:21]=4[N:20]=[C:19]3[CH:16]([CH3:18])[CH3:17])=[CH:4][C:5](=[O:15])[NH:6]2)=[CH:11][CH:10]=1. Given the reactants Br[CH2:2][C:3]1[C:12]2[C:7](=[C:8]([F:14])[C:9]([F:13])=[CH:10][CH:11]=2)[NH:6][C:5](=[O:15])[CH:4]=1.[CH:16]([C:19]1[NH:23][C:22]2[CH:24]=[CH:25][CH:26]=[C:27]([CH3:28])[C:21]=2[N:20]=1)([CH3:18])[CH3:17], predict the reaction product. (4) Given the reactants I[C:2]1[S:6][C:5]([C:7]([C:10]2[N:14]([CH:15]3[CH2:17][CH2:16]3)[C:13]([CH:18]3[CH2:20][CH2:19]3)=[N:12][N:11]=2)([CH3:9])[CH3:8])=[CH:4][CH:3]=1.[Cu](C#N)[C:22]#[N:23], predict the reaction product. The product is: [CH:15]1([N:14]2[C:13]([CH:18]3[CH2:20][CH2:19]3)=[N:12][N:11]=[C:10]2[C:7]([C:5]2[S:6][C:2]([C:22]#[N:23])=[CH:3][CH:4]=2)([CH3:9])[CH3:8])[CH2:17][CH2:16]1. (5) Given the reactants Cl[C:2]1[NH:7][C:6]2[CH:8]=[C:9]([Cl:11])[S:10][C:5]=2[S:4](=[O:13])(=[O:12])[N:3]=1.[F-:14].[Cs+].O.Cl, predict the reaction product. The product is: [Cl:11][C:9]1[S:10][C:5]2[S:4](=[O:13])(=[O:12])[N:3]=[C:2]([F:14])[NH:7][C:6]=2[CH:8]=1. (6) Given the reactants [CH3:1][CH:2]1[CH2:7][C:6](=[O:8])[CH2:5][CH2:4][O:3]1.[Li+].C[Si]([N-][Si](C)(C)C)(C)C.ClC1C=CC(N([S:27]([C:30]([F:33])([F:32])[F:31])(=[O:29])=[O:28])[S:27]([C:30]([F:33])([F:32])[F:31])(=[O:29])=[O:28])=NC=1, predict the reaction product. The product is: [F:31][C:30]([F:33])([F:32])[S:27]([O:8][C:6]1[CH2:7][CH:2]([CH3:1])[O:3][CH2:4][CH:5]=1)(=[O:29])=[O:28]. (7) Given the reactants [Cl:1][C:2]1[N:7]=[CH:6][C:5]([C:8](Cl)=[O:9])=[CH:4][CH:3]=1.[NH2:11][C:12]1[CH:13]=[C:14]([CH:31]=[CH:32][C:33]=1[Cl:34])[C:15]([NH:17][C:18]1[CH:23]=[C:22]([N:24]2[CH2:29][CH2:28][O:27][CH2:26][CH2:25]2)[CH:21]=[C:20]([F:30])[CH:19]=1)=[O:16].N1C=CC=CC=1.O, predict the reaction product. The product is: [Cl:34][C:33]1[CH:32]=[CH:31][C:14]([C:15]([NH:17][C:18]2[CH:23]=[C:22]([N:24]3[CH2:29][CH2:28][O:27][CH2:26][CH2:25]3)[CH:21]=[C:20]([F:30])[CH:19]=2)=[O:16])=[CH:13][C:12]=1[NH:11][C:8]([C:5]1[CH:6]=[N:7][C:2]([Cl:1])=[CH:3][CH:4]=1)=[O:9].